Dataset: Forward reaction prediction with 1.9M reactions from USPTO patents (1976-2016). Task: Predict the product of the given reaction. (1) Given the reactants [N+:1]([C:4]1[CH:13]=[CH:12][C:7]([CH:8]=[CH:9][CH:10]=O)=[CH:6][CH:5]=1)([O-:3])=[O:2].[C:14]([CH2:16][C:17]([N-:19][CH2:20][C:21]1[CH:26]=[CH:25][CH:24]=[CH:23][CH:22]=1)=[O:18])#[N:15], predict the reaction product. The product is: [CH2:20]([NH:19][C:17](/[C:16](=[CH:10]/[CH:9]=[CH:8]/[C:7]1[CH:12]=[CH:13][C:4]([N+:1]([O-:3])=[O:2])=[CH:5][CH:6]=1)/[C:14]#[N:15])=[O:18])[C:21]1[CH:26]=[CH:25][CH:24]=[CH:23][CH:22]=1. (2) Given the reactants [S:1]1[CH:5]=[CH:4][CH:3]=[C:2]1[C:6]([NH:8][CH2:9][C@@H:10]([C:12]([OH:14])=[O:13])[NH2:11])=[O:7].[Cl:15][C:16]1[CH:31]=[C:30]([Sn:32]([CH2:41][CH2:42][CH2:43][CH3:44])([CH2:37][CH2:38][CH2:39][CH3:40])[CH2:33][CH2:34][CH2:35][CH3:36])[CH:29]=[CH:28][C:17]=1[C:18](ON1C(=O)CCC1=O)=[O:19], predict the reaction product. The product is: [Cl:15][C:16]1[CH:31]=[C:30]([Sn:32]([CH2:37][CH2:38][CH2:39][CH3:40])([CH2:41][CH2:42][CH2:43][CH3:44])[CH2:33][CH2:34][CH2:35][CH3:36])[CH:29]=[CH:28][C:17]=1[C:18]([NH:11][C@H:10]([C:12]([OH:14])=[O:13])[CH2:9][NH:8][C:6]([C:2]1[S:1][CH:5]=[CH:4][CH:3]=1)=[O:7])=[O:19]. (3) Given the reactants O1CCCC1.[CH3:6][O:7][C:8]1[CH:9]=[C:10]([C:16]2[C:21]([NH:22][C:23](=[O:33])[CH:24]([OH:32])[C:25]3[CH:30]=[CH:29][C:28]([CH3:31])=[CH:27][CH:26]=3)=[CH:20][CH:19]=[CH:18][N:17]=2)[CH:11]=[CH:12][C:13]=1[O:14][CH3:15].C(N(CC)CC)C.[CH3:41][S:42](Cl)(=[O:44])=[O:43], predict the reaction product. The product is: [CH3:6][O:7][C:8]1[CH:9]=[C:10]([C:16]2[C:21]([NH:22][C:23](=[O:33])[CH:24]([O:32][S:42]([CH3:41])(=[O:44])=[O:43])[C:25]3[CH:26]=[CH:27][C:28]([CH3:31])=[CH:29][CH:30]=3)=[CH:20][CH:19]=[CH:18][N:17]=2)[CH:11]=[CH:12][C:13]=1[O:14][CH3:15]. (4) The product is: [CH2:27]([N:4]([CH2:1][CH2:2][CH3:3])[CH2:5][CH2:6][CH2:7][CH2:8][NH:9][C:10](=[O:26])[C:11]1[CH:16]=[CH:15][C:14]([CH2:17][N:18]([CH2:19][C:20]2[N:21]([CH3:25])[CH:22]=[CH:23][N:24]=2)[CH2:45][C:42]2[CH:41]=[CH:40][C:39]([CH3:38])=[CH:44][N:43]=2)=[CH:13][CH:12]=1)[CH2:28][CH3:29]. Given the reactants [CH2:1]([N:4]([CH2:27][CH2:28][CH3:29])[CH2:5][CH2:6][CH2:7][CH2:8][NH:9][C:10](=[O:26])[C:11]1[CH:16]=[CH:15][C:14]([CH2:17][NH:18][CH2:19][C:20]2[N:21]([CH3:25])[CH:22]=[CH:23][N:24]=2)=[CH:13][CH:12]=1)[CH2:2][CH3:3].C([BH3-])#N.[Na+].C(O)(=O)C.[CH3:38][C:39]1[CH:40]=[CH:41][C:42]([CH:45]=O)=[N:43][CH:44]=1, predict the reaction product. (5) Given the reactants [CH3:1][O:2][C:3](=[O:28])[CH2:4][CH:5]([C:9]1[CH:14]=[CH:13][C:12]([O:15][CH2:16][CH:17]2[CH2:22][CH2:21][CH2:20][C:19]3([CH2:27][CH2:26][CH2:25][CH2:24][CH2:23]3)[CH2:18]2)=[CH:11][CH:10]=1)[C:6](O)=[O:7].Cl.[CH2:30]([N:32]=C=NCCCN(C)C)C.O.ON1C2C=CC=CC=2N=N1.CN, predict the reaction product. The product is: [CH3:1][O:2][C:3](=[O:28])[CH2:4][CH:5]([C:9]1[CH:14]=[CH:13][C:12]([O:15][CH2:16][CH:17]2[CH2:22][CH2:21][CH2:20][C:19]3([CH2:27][CH2:26][CH2:25][CH2:24][CH2:23]3)[CH2:18]2)=[CH:11][CH:10]=1)[C:6]([NH:32][CH3:30])=[O:7].